From a dataset of Catalyst prediction with 721,799 reactions and 888 catalyst types from USPTO. Predict which catalyst facilitates the given reaction. Reactant: [Cl:1][C:2]1[CH:7]=[CH:6][C:5]([C:8]2[C:14]3[CH:15]=[C:16]([NH:19]C(=O)OC(C)(C)C)[CH:17]=[CH:18][C:13]=3[CH2:12][CH:11]([CH3:27])[N:10]([C:28](=[O:31])[NH:29][CH3:30])[N:9]=2)=[CH:4][CH:3]=1.FC(F)(F)C(O)=O.C(=O)([O-])[O-].[K+].[K+]. Product: [NH2:19][C:16]1[CH:17]=[CH:18][C:13]2[CH2:12][CH:11]([CH3:27])[N:10]([C:28]([NH:29][CH3:30])=[O:31])[N:9]=[C:8]([C:5]3[CH:4]=[CH:3][C:2]([Cl:1])=[CH:7][CH:6]=3)[C:14]=2[CH:15]=1. The catalyst class is: 4.